The task is: Predict the reaction yield, written as a fraction of the theoretical maximum amount of product (1.0 means a 100% yield; for example, 0.34 means a 34% yield).. This data is from Reaction yield outcomes from USPTO patents with 853,638 reactions. (1) The reactants are [F:1][C:2]1[C:7]([CH:8]=[O:9])=[C:6]([F:10])[CH:5]=[CH:4][C:3]=1[NH:11][S:12]([CH2:15][CH2:16][CH3:17])(=[O:14])=[O:13].[OH:18]OS([O-])=O.[K+]. The catalyst is CN(C)C=O. The product is [F:1][C:2]1[C:3]([NH:11][S:12]([CH2:15][CH2:16][CH3:17])(=[O:14])=[O:13])=[CH:4][CH:5]=[C:6]([F:10])[C:7]=1[C:8]([OH:18])=[O:9]. The yield is 0.910. (2) The reactants are C([N:5]1[C:13]2[C:8](=[CH:9][CH:10]=[C:11]([C:14]#[N:15])[CH:12]=2)[C:7]([C:16](O)=[O:17])=[C:6]1[C:19]([C:22]1[CH:27]=[CH:26][C:25]([CH2:28][CH3:29])=[C:24]([I:30])[CH:23]=1)([CH3:21])[CH3:20])(C)(C)C. The catalyst is CS(O)(=O)=O.O=P12OP3(OP(OP(O3)(O1)=O)(=O)O2)=O.C(#N)C. The product is [CH2:28]([C:25]1[C:24]([I:30])=[CH:23][C:22]2[C:19]([CH3:21])([CH3:20])[C:6]3[NH:5][C:13]4[C:8]([C:7]=3[C:16](=[O:17])[C:27]=2[CH:26]=1)=[CH:9][CH:10]=[C:11]([C:14]#[N:15])[CH:12]=4)[CH3:29]. The yield is 0.700. (3) The reactants are CN(C)CCO.[Li]CCCC.[N:12]1[CH:17]=[CH:16][C:15]([CH3:18])=[C:14]([CH3:19])[CH:13]=1.[I:20]I. The yield is 0.460. The product is [I:20][C:17]1[CH:16]=[C:15]([CH3:18])[C:14]([CH3:19])=[CH:13][N:12]=1. The catalyst is CCCCCC.C1COCC1.O. (4) The reactants are [Br:1][C:2]1[CH:27]=[CH:26][C:5]2[N:6]=[C:7]([NH:9][C:10]3[N:15]=[C:14]([NH:16][C@H:17]4[CH2:22][CH2:21][C@H:20]([OH:23])[CH2:19][CH2:18]4)[N:13]=[C:12]([CH:24]=O)[CH:11]=3)[S:8][C:4]=2[CH:3]=1.[NH:28]1[CH2:33][CH2:32][CH2:31][CH2:30][CH2:29]1.C(O[BH-](OC(=O)C)OC(=O)C)(=O)C.[Na+].C(=O)(O)[O-].[Na+]. The catalyst is O1CCCC1.ClCCl. The product is [Br:1][C:2]1[CH:27]=[CH:26][C:5]2[N:6]=[C:7]([NH:9][C:10]3[CH:11]=[C:12]([CH2:24][N:28]4[CH2:33][CH2:32][CH2:31][CH2:30][CH2:29]4)[N:13]=[C:14]([NH:16][C@H:17]4[CH2:18][CH2:19][C@H:20]([OH:23])[CH2:21][CH2:22]4)[N:15]=3)[S:8][C:4]=2[CH:3]=1. The yield is 0.990. (5) The reactants are CS(C)=O.[CH3:5][C:6]1[CH:7]=[C:8]([OH:20])[C:9]([C:13]2[CH:18]=[CH:17][C:16]([CH3:19])=[CH:15][N:14]=2)=[N:10][C:11]=1[CH3:12].Cl[C:22]1[C:31]2[C:26](=[CH:27][C:28]([O:34][CH3:35])=[C:29]([O:32][CH3:33])[CH:30]=2)[N:25]=[CH:24][N:23]=1.C(=O)([O-])[O-].[Cs+].[Cs+]. The catalyst is O. The product is [CH3:33][O:32][C:29]1[CH:30]=[C:31]2[C:26](=[CH:27][C:28]=1[O:34][CH3:35])[N:25]=[CH:24][N:23]=[C:22]2[O:20][C:8]1[C:9]([C:13]2[CH:18]=[CH:17][C:16]([CH3:19])=[CH:15][N:14]=2)=[N:10][C:11]([CH3:12])=[C:6]([CH3:5])[CH:7]=1. The yield is 0.910.